Dataset: Drug-target binding data from BindingDB using IC50 measurements. Task: Regression. Given a target protein amino acid sequence and a drug SMILES string, predict the binding affinity score between them. We predict pIC50 (pIC50 = -log10(IC50 in M); higher means more potent). Dataset: bindingdb_ic50. (1) The compound is N#C/C(=C/c1cccc(Br)n1)C(=O)NCc1cccc(CNC(=O)/C(C#N)=C\c2cccc(Br)n2)c1. The target protein (Q93008) has sequence MTATTRGSPVGGNDNQGQAPDGQSQPPLQQNQTSSPDSSNENSPATPPDEQGQGDAPPQLEDEEPAFPHTDLAKLDDMINRPRWVVPVLPKGELEVLLEAAIDLSKKGLDVKSEACQRFFRDGLTISFTKILTDEAVSGWKFEIHRCIINNTHRLVELCVAKLSQDWFPLLELLAMALNPHCKFHIYNGTRPCESVSSSVQLPEDELFARSPDPRSPKGWLVDLLNKFGTLNGFQILHDRFINGSALNVQIIAALIKPFGQCYEFLTLHTVKKYFLPIIEMVPQFLENLTDEELKKEAKNEAKNDALSMIIKSLKNLASRVPGQEETVKNLEIFRLKMILRLLQISSFNGKMNALNEVNKVISSVSYYTHRHGNPEEEEWLTAERMAEWIQQNNILSIVLRDSLHQPQYVEKLEKILRFVIKEKALTLQDLDNIWAAQAGKHEAIVKNVHDLLAKLAWDFSPEQLDHLFDCFKASWTNASKKQREKLLELIRRLAEDDKD.... The pIC50 is 5.6. (2) The small molecule is CCCCCCCCOc1ccc(NC(=O)[C@@](C)(N)CCC(=O)O)cc1. The target protein (P21453) has sequence MGPTSVPLVKAHRSSVSDYVNYDIIVRHYNYTGKLNISADKENSIKLTSVVFILICCFIILENIFVLLTIWKTKKFHRPMYYFIGNLALSDLLAGVAYTANLLLSGATTYKLTPAQWFLREGSMFVALSASVFSLLAIAIERYITMLKMKLHNGSNNFRLFLLISACWVISLILGGLPIMGWNCISALSSCSTVLPLYHKHYILFCTTVFTLLLLSIVILYCRIYSLVRTRSRRLTFRKNISKASRSSEKSLALLKTVIIVLSVFIACWAPLFILLLLDVGCKVKTCDILFRAEYFLVLAVLNSGTNPIIYTLTNKEMRRAFIRIMSCCKCPSGDSAGKFKRPIIAGMEFSRSKSDNSSHPQKDEGDNPETIMSSGNVNSSS. The pIC50 is 7.1.